This data is from Catalyst prediction with 721,799 reactions and 888 catalyst types from USPTO. The task is: Predict which catalyst facilitates the given reaction. (1) Reactant: C[O:2][C:3](=[O:22])[CH:4]=[CH:5][C:6]1[C:11]([CH2:12][CH2:13][CH3:14])=[CH:10][C:9]([C:15]([F:18])([F:17])[F:16])=[CH:8][C:7]=1[CH2:19][CH2:20][CH3:21].[Li+].[OH-]. Product: [CH2:12]([C:11]1[CH:10]=[C:9]([C:15]([F:16])([F:18])[F:17])[CH:8]=[C:7]([CH2:19][CH2:20][CH3:21])[C:6]=1[CH:5]=[CH:4][C:3]([OH:22])=[O:2])[CH2:13][CH3:14]. The catalyst class is: 36. (2) Reactant: [Br:1][C:2]1[C:3]([N:15]2[CH2:20][CH2:19][CH:18]([C:21]([F:24])([F:23])[F:22])[CH2:17][CH2:16]2)=[C:4]([CH:10]([OH:14])[C:11]([O-:13])=[O:12])[C:5]([CH3:9])=[N:6][C:7]=1[CH3:8]. Product: [Br:1][C:2]1[C:3]([N:15]2[CH2:20][CH2:19][CH:18]([C:21]([F:24])([F:22])[F:23])[CH2:17][CH2:16]2)=[C:4]([C@H:10]([O:14][C:4]([CH3:10])([CH3:5])[CH3:3])[C:11]([O:13][CH:7]([CH3:8])[CH3:2])=[O:12])[C:5]([CH3:9])=[N:6][C:7]=1[CH3:8]. The catalyst class is: 2. (3) Reactant: C([NH:5][C:6]1[C:15](/[CH:16]=[CH:17]/[C:18]2[CH:23]=[C:22]([C:24]([CH3:27])([CH3:26])[CH3:25])[N:21]=[CH:20][N:19]=2)=[CH:14][C:13]2[C:8](=[CH:9][CH:10]=[C:11]([C:28]3[CH:33]=[CH:32][CH:31]=[CH:30][C:29]=3[CH3:34])[CH:12]=2)[N:7]=1)(C)(C)C.C(O)(C(F)(F)F)=O. Product: [C:24]([C:22]1[N:21]=[CH:20][N:19]=[C:18]([CH2:17][CH2:16][C:15]2[C:6]([NH2:5])=[N:7][C:8]3[C:13]([CH:14]=2)=[CH:12][C:11]([C:28]2[CH:33]=[CH:32][CH:31]=[CH:30][C:29]=2[CH3:34])=[CH:10][CH:9]=3)[CH:23]=1)([CH3:27])([CH3:26])[CH3:25]. The catalyst class is: 29. (4) Reactant: [F:1][C:2]1[CH:7]=[CH:6][C:5]([C:8]2[N:13]=[C:12]([O:14][CH2:15][CH2:16][CH2:17][CH2:18][CH2:19][C:20]([NH:22][C@H:23]([C:32]([OH:34])=[O:33])[CH2:24][C:25]3[CH:30]=[CH:29][C:28]([OH:31])=[CH:27][CH:26]=3)=[O:21])[CH:11]=[C:10]([C:35]3[CH:40]=[CH:39][CH:38]=[CH:37][CH:36]=3)[CH:9]=2)=[CH:4][CH:3]=1.[H-].[Na+].[C:43]([NH:50][CH2:51][CH2:52][CH2:53]Br)([O:45][C:46]([CH3:49])([CH3:48])[CH3:47])=[O:44]. Product: [F:1][C:2]1[CH:3]=[CH:4][C:5]([C:8]2[N:13]=[C:12]([O:14][CH2:15][CH2:16][CH2:17][CH2:18][CH2:19][C:20]([NH:22][C@H:23]([C:32]([OH:34])=[O:33])[CH2:24][C:25]3[CH:26]=[CH:27][C:28]([O:31][CH2:53][CH2:52][CH2:51][NH:50][C:43]([O:45][C:46]([CH3:47])([CH3:49])[CH3:48])=[O:44])=[CH:29][CH:30]=3)=[O:21])[CH:11]=[C:10]([C:35]3[CH:40]=[CH:39][CH:38]=[CH:37][CH:36]=3)[CH:9]=2)=[CH:6][CH:7]=1. The catalyst class is: 9. (5) Reactant: [CH:1]12[NH:8][CH:5]([CH2:6][CH2:7]1)[CH2:4][C:3]([C:9]1[NH:26][C:12]3=[N:13][CH:14]=[CH:15][C:16]([C:17]4[CH:22]=[C:21]([F:23])[CH:20]=[CH:19][C:18]=4[O:24][CH3:25])=[C:11]3[CH:10]=1)=[CH:2]2.Br[CH2:28][C:29]([O:31][C:32]([CH3:35])([CH3:34])[CH3:33])=[O:30].C(N(CC)CC)C.O. Product: [F:23][C:21]1[CH:20]=[CH:19][C:18]([O:24][CH3:25])=[C:17]([C:16]2[CH:15]=[CH:14][N:13]=[C:12]3[NH:26][C:9]([C:3]4[CH2:4][CH:5]5[N:8]([CH2:28][C:29]([O:31][C:32]([CH3:35])([CH3:34])[CH3:33])=[O:30])[CH:1]([CH:2]=4)[CH2:7][CH2:6]5)=[CH:10][C:11]=23)[CH:22]=1. The catalyst class is: 391. (6) Reactant: [F:1][C:2]1[CH:3]=[C:4]([CH:7]=[C:8]([F:11])[C:9]=1[OH:10])[C:5]#[N:6].C([O-])([O-])=O.[K+].[K+].[Br:18][CH2:19][CH2:20][CH2:21]Br. The catalyst class is: 3. Product: [Br:18][CH2:19][CH2:20][CH2:21][O:10][C:9]1[C:2]([F:1])=[CH:3][C:4]([C:5]#[N:6])=[CH:7][C:8]=1[F:11]. (7) Reactant: O.[C@@H:2]1([N:10]2[CH:17]=[CH:16][C:14]([NH2:15])=[N:13][C:11]2=[O:12])[O:9][C@H:6]([CH2:7][OH:8])[C@@H:4]([OH:5])[CH2:3]1.CO[C:20]1(OC)[CH2:24][CH2:23][CH2:22][N:21]1[CH3:25]. Product: [CH3:25][N:21]1[CH2:22][CH2:23][CH2:24][C:20]1=[N:15][C:14]1[CH:16]=[CH:17][N:10]([C@@H:2]2[O:9][C@H:6]([CH2:7][OH:8])[C@@H:4]([OH:5])[CH2:3]2)[C:11](=[O:12])[N:13]=1. The catalyst class is: 5.